Predict the product of the given reaction. From a dataset of Forward reaction prediction with 1.9M reactions from USPTO patents (1976-2016). (1) Given the reactants [OH-:1].[Na+].[OH:3][C:4]1[CH:5]=[C:6]2[C:11](=[CH:12][CH:13]=1)[O:10][CH:9]([C:14]1[CH:19]=[CH:18][CH:17]=[CH:16][CH:15]=1)[CH2:8][C:7]2=O.Cl.[NH2:22]O.Cl, predict the reaction product. The product is: [OH:3][C:4]1[CH:5]=[C:6]2[C:11](=[CH:12][CH:13]=1)[O:10][CH:9]([C:14]1[CH:19]=[CH:18][CH:17]=[CH:16][CH:15]=1)[CH2:8][C:7]2=[N:22][OH:1]. (2) Given the reactants Cl[C:2]1[N:6]([CH2:7][CH2:8][CH2:9][C:10]([O:12][CH2:13][CH3:14])=[O:11])[C:5]2[C:15]([CH:20]([CH2:23][CH3:24])[CH2:21][CH3:22])=[CH:16][CH:17]=[C:18]([Cl:19])[C:4]=2[N:3]=1.[N-:25]=[N+:26]=[N-:27].[Na+].O, predict the reaction product. The product is: [N:25]([C:2]1[N:6]([CH2:7][CH2:8][CH2:9][C:10]([O:12][CH2:13][CH3:14])=[O:11])[C:5]2[C:15]([CH:20]([CH2:23][CH3:24])[CH2:21][CH3:22])=[CH:16][CH:17]=[C:18]([Cl:19])[C:4]=2[N:3]=1)=[N+:26]=[N-:27]. (3) Given the reactants [CH2:1]([O:3][C:4]1[C:13]2[C:8](=[CH:9][C:10]([CH3:14])=[CH:11][CH:12]=2)[C:7]([O:15][CH2:16][CH3:17])=[C:6]([C:18](O)=[O:19])[C:5]=1[C:21](O)=[O:22])[CH3:2].[NH2:24][C:25]1[CH:30]=[CH:29][C:28]([CH2:31][C:32]([O:34][CH2:35][CH3:36])=[O:33])=[CH:27][CH:26]=1, predict the reaction product. The product is: [CH2:16]([O:15][C:7]1[C:6]2[C:18](=[O:19])[N:24]([C:25]3[CH:26]=[CH:27][C:28]([CH2:31][C:32]([O:34][CH2:35][CH3:36])=[O:33])=[CH:29][CH:30]=3)[C:21](=[O:22])[C:5]=2[C:4]([O:3][CH2:1][CH3:2])=[C:13]2[CH:12]=[CH:11][C:10]([CH3:14])=[CH:9][C:8]=12)[CH3:17]. (4) The product is: [C:15]([C:9]1[NH:10][C:11]2[C:7]([CH:8]=1)=[C:6]([O:5][CH2:4][CH:2]([OH:1])[CH2:3][N:30]1[CH2:31][CH:32]3[CH2:34][CH:28]([CH2:27][N:26]([C:24]([NH:23][C:17]4[CH:22]=[CH:21][CH:20]=[CH:19][CH:18]=4)=[O:25])[CH2:33]3)[CH2:29]1)[CH:14]=[CH:13][CH:12]=2)#[N:16]. Given the reactants [O:1]1[CH2:3][CH:2]1[CH2:4][O:5][C:6]1[CH:14]=[CH:13][CH:12]=[C:11]2[C:7]=1[CH:8]=[C:9]([C:15]#[N:16])[NH:10]2.[C:17]1([NH:23][C:24]([N:26]2[CH2:33][CH:32]3[CH2:34][CH:28]([CH2:29][NH:30][CH2:31]3)[CH2:27]2)=[O:25])[CH:22]=[CH:21][CH:20]=[CH:19][CH:18]=1.O, predict the reaction product. (5) Given the reactants Br[C:2]1[CH:7]=[CH:6][C:5]([C@H:8]2[CH2:13][N:12]([C:14]([O:16][C:17]([CH3:20])([CH3:19])[CH3:18])=[O:15])[CH2:11][CH2:10][N:9]2[C:21]([O:23][C:24]([CH3:27])([CH3:26])[CH3:25])=[O:22])=[CH:4][CH:3]=1.Cl.[CH3:29][NH:30][CH3:31].C(P(C(C)(C)C)C1C=CC=CC=1C1C=CC=CC=1)(C)(C)C.CC(C)([O-])C.[Na+], predict the reaction product. The product is: [C:24]([O:23][C:21]([N:9]1[CH2:10][CH2:11][N:12]([C:14]([O:16][C:17]([CH3:20])([CH3:19])[CH3:18])=[O:15])[CH2:13][C@@H:8]1[C:5]1[CH:6]=[CH:7][C:2]([N:30]([CH3:31])[CH3:29])=[CH:3][CH:4]=1)=[O:22])([CH3:27])([CH3:26])[CH3:25]. (6) Given the reactants FC(F)(F)CNC(N1C=CN=C1)=O.Cl.[C@@H:15]12[NH:22][C@@H:19]([CH2:20][CH2:21]1)[CH2:18][N:17]([C:23]1[CH:28]=[CH:27][N:26]=[C:25]([NH:29][C:30]3[CH:31]=[C:32]([CH3:40])[C:33]([C:36]([NH:38][CH3:39])=[O:37])=[N:34][CH:35]=3)[N:24]=1)[CH2:16]2.[O:41]1[C:45]([CH:46]=O)=[CH:44][CH:43]=[N:42]1.C(O[BH-](OC(=O)C)OC(=O)C)(=O)C.[Na+], predict the reaction product. The product is: [CH3:39][NH:38][C:36]([C:33]1[C:32]([CH3:40])=[CH:31][C:30]([NH:29][C:25]2[N:24]=[C:23]([N:17]3[CH2:18][C@H:19]4[N:22]([CH2:46][C:45]5[O:41][N:42]=[CH:43][CH:44]=5)[C@H:15]([CH2:21][CH2:20]4)[CH2:16]3)[CH:28]=[CH:27][N:26]=2)=[CH:35][N:34]=1)=[O:37]. (7) Given the reactants Br[C:2]1[CH:3]=[C:4]([Cl:19])[CH:5]=[C:6]([CH:8]([OH:18])[CH2:9][CH2:10][NH:11][C:12](=[O:17])[C:13]([F:16])([F:15])[F:14])[CH:7]=1.[C:20]([C:22]([OH:29])([CH2:26][CH2:27][CH3:28])[CH2:23][CH2:24][CH3:25])#[CH:21], predict the reaction product. The product is: [Cl:19][C:4]1[CH:5]=[C:6]([CH:8]([OH:18])[CH2:9][CH2:10][NH:11][C:12](=[O:17])[C:13]([F:16])([F:15])[F:14])[CH:7]=[C:2]([C:21]#[C:20][C:22]([OH:29])([CH2:26][CH2:27][CH3:28])[CH2:23][CH2:24][CH3:25])[CH:3]=1.